From a dataset of Reaction yield outcomes from USPTO patents with 853,638 reactions. Predict the reaction yield, written as a fraction of the theoretical maximum amount of product (1.0 means a 100% yield; for example, 0.34 means a 34% yield). (1) The reactants are [CH2:1]([O:8][C:9]1[CH:14]=[CH:13][C:12]([C:15]([CH2:22][CH3:23])([CH2:20][CH3:21])[C:16]([O:18]C)=[O:17])=[CH:11][C:10]=1[CH3:24])[C:2]1[CH:7]=[CH:6][CH:5]=[CH:4][CH:3]=1.[OH-].[Na+].Cl. The catalyst is CO.O. The product is [CH2:1]([O:8][C:9]1[CH:14]=[CH:13][C:12]([C:15]([CH2:22][CH3:23])([CH2:20][CH3:21])[C:16]([OH:18])=[O:17])=[CH:11][C:10]=1[CH3:24])[C:2]1[CH:3]=[CH:4][CH:5]=[CH:6][CH:7]=1. The yield is 0.910. (2) The reactants are C(O)(=O)C.[CH2:5]([O:15][C:16]1[CH:22]=[CH:21][C:19]([NH2:20])=[CH:18][CH:17]=1)[CH2:6][CH2:7][CH2:8][CH2:9][CH2:10][CH2:11][CH2:12][CH2:13][CH3:14].[S-:23][C:24]#[N:25].[K+].BrBr. The catalyst is O. The product is [NH2:25][C:24]1[S:23][C:21]2[CH:22]=[C:16]([O:15][CH2:5][CH2:6][CH2:7][CH2:8][CH2:9][CH2:10][CH2:11][CH2:12][CH2:13][CH3:14])[CH:17]=[CH:18][C:19]=2[N:20]=1. The yield is 0.495. (3) The reactants are [CH:1]([C:4]1[CH:9]=[C:8]([N+:10]([O-])=O)[CH:7]=[C:6]([CH:13]([CH3:15])[CH3:14])[C:5]=1[NH:16][S:17]([C:20]1[CH:25]=[CH:24][C:23]([CH3:26])=[CH:22][CH:21]=1)(=[O:19])=[O:18])([CH3:3])[CH3:2].[OH-].[Na+]. The catalyst is C(O)C.C(OCC)(=O)C. The product is [NH2:10][C:8]1[CH:9]=[C:4]([CH:1]([CH3:3])[CH3:2])[C:5]([NH:16][S:17]([C:20]2[CH:21]=[CH:22][C:23]([CH3:26])=[CH:24][CH:25]=2)(=[O:19])=[O:18])=[C:6]([CH:13]([CH3:15])[CH3:14])[CH:7]=1. The yield is 0.760. (4) No catalyst specified. The product is [CH3:15][C:7]1[CH:12]=[C:11]([CH3:13])[CH:10]=[C:9]([CH3:14])[C:8]=1[CH:2]([CH2:3][CH3:4])[C:1]([OH:6])=[O:5]. The reactants are [C:1]1(=[O:6])[O:5][CH2:4][CH2:3][CH2:2]1.[C:7]1([CH3:15])[CH:12]=[C:11]([CH3:13])[CH:10]=[C:9]([CH3:14])[CH:8]=1. The yield is 0.335. (5) The reactants are [CH3:1][P:2]1(=[O:8])[CH2:7][CH2:6][NH:5][CH2:4][CH2:3]1.F[C:10]1[CH:11]=[CH:12][C:13]([N+:18]([O-:20])=[O:19])=[C:14]([O:16][CH3:17])[CH:15]=1.C([O-])([O-])=O.[K+].[K+]. The catalyst is CN(C=O)C. The product is [CH3:17][O:16][C:14]1[CH:15]=[C:10]([N:5]2[CH2:6][CH2:7][P:2](=[O:8])([CH3:1])[CH2:3][CH2:4]2)[CH:11]=[CH:12][C:13]=1[N+:18]([O-:20])=[O:19]. The yield is 0.960. (6) The reactants are [Cl:1][C:2]1[CH:7]=[C:6]([C:8]2[CH:13]=[CH:12][CH:11]=[C:10]([Cl:14])[CH:9]=2)[N:5]=[C:4]2[CH2:15][CH2:16][CH2:17][C:3]=12.[CH3:18][N:19]([CH3:29])[CH2:20][CH2:21][C:22]1[CH:28]=[CH:27][C:25]([NH2:26])=[CH:24][CH:23]=1. No catalyst specified. The product is [ClH:1].[Cl:14][C:10]1[CH:9]=[C:8]([C:6]2[N:5]=[C:4]3[CH2:15][CH2:16][CH2:17][C:3]3=[C:2]([NH:26][C:25]3[CH:24]=[CH:23][C:22]([CH2:21][CH2:20][N:19]([CH3:18])[CH3:29])=[CH:28][CH:27]=3)[CH:7]=2)[CH:13]=[CH:12][CH:11]=1. The yield is 0.670.